This data is from Forward reaction prediction with 1.9M reactions from USPTO patents (1976-2016). The task is: Predict the product of the given reaction. Given the reactants CC(C)=O.OS(O)(=O)=O.O=[Cr](=O)=O.[Cl:14][C:15]1[CH:35]=[CH:34][C:18]([C:19]2[CH:20]=[CH:21][C:22]([CH2:32][CH3:33])=[C:23]([CH:25]3[C:29](=[O:30])[CH:28]=[CH:27][CH:26]3[OH:31])[CH:24]=2)=[CH:17][CH:16]=1, predict the reaction product. The product is: [Cl:14][C:15]1[CH:16]=[CH:17][C:18]([C:19]2[CH:20]=[CH:21][C:22]([CH2:32][CH3:33])=[C:23]([CH:25]3[C:29](=[O:30])[CH:28]=[CH:27][C:26]3=[O:31])[CH:24]=2)=[CH:34][CH:35]=1.